Dataset: Full USPTO retrosynthesis dataset with 1.9M reactions from patents (1976-2016). Task: Predict the reactants needed to synthesize the given product. Given the product [Cl:21][C:17]1[N:16]=[CH:15][N:14]=[C:13]2[N:9]([C:6]3[CH:7]=[CH:8][C:3]([O:2][CH3:1])=[CH:4][CH:5]=3)[N:10]=[CH:11][C:12]=12, predict the reactants needed to synthesize it. The reactants are: [CH3:1][O:2][C:3]1[CH:8]=[CH:7][C:6]([N:9]2[C:13]3=[N:14][CH:15]=[N:16][C:17](=O)[CH:12]3[CH:11]=[N:10]2)=[CH:5][CH:4]=1.P(Cl)(Cl)([Cl:21])=O.